Task: Predict which catalyst facilitates the given reaction.. Dataset: Catalyst prediction with 721,799 reactions and 888 catalyst types from USPTO (1) Product: [Br:11][C:12]1[CH:13]=[C:14]2[C:15](=[CH:21][CH:22]=1)[C:16]([OH:17])=[N:3][N:2]=[C:19]2[OH:18]. The catalyst class is: 32. Reactant: C1C2C(=CC=CC=2)C=[N:3][N:2]=1.[Br:11][C:12]1[CH:13]=[C:14]2[C:19](=O)[O:18][C:16](=[O:17])[C:15]2=[CH:21][CH:22]=1.NN. (2) The catalyst class is: 96. Reactant: [CH:1]([NH:4][C:5]([C:7]1[C:15]2[C:10](=[N:11][CH:12]=[C:13]([C:16]3[C:24]4[C:19](=[CH:20][C:21]([Cl:26])=[CH:22][C:23]=4[F:25])[N:18]([CH3:27])[N:17]=3)[N:14]=2)[N:9](COCC[Si](C)(C)C)[CH:8]=1)=[O:6])([CH3:3])[CH3:2].FC(F)(F)C(O)=O.C(N)CN.O. Product: [CH:1]([NH:4][C:5]([C:7]1[C:15]2[C:10](=[N:11][CH:12]=[C:13]([C:16]3[C:24]4[C:19](=[CH:20][C:21]([Cl:26])=[CH:22][C:23]=4[F:25])[N:18]([CH3:27])[N:17]=3)[N:14]=2)[NH:9][CH:8]=1)=[O:6])([CH3:3])[CH3:2]. (3) Reactant: C(O[CH:4](O)[C:5]([C:7]1[CH:8]=[C:9]([NH:13][S:14]([C:17]2[CH:22]=[CH:21][CH:20]=[CH:19][CH:18]=2)(=[O:16])=[O:15])[CH:10]=[CH:11][CH:12]=1)=[O:6])C.Cl.[NH2:25][C:26]([CH3:41])([CH3:40])[CH2:27][CH2:28][N:29]1[C:33]2[CH:34]=[CH:35][CH:36]=[CH:37][C:32]=2[N:31]([CH3:38])[C:30]1=[O:39].C(N(CC)CC)C.[BH4-].[Na+]. Product: [CH3:41][C:26]([NH:25][CH2:4][CH:5]([C:7]1[CH:8]=[C:9]([NH:13][S:14]([C:17]2[CH:18]=[CH:19][CH:20]=[CH:21][CH:22]=2)(=[O:15])=[O:16])[CH:10]=[CH:11][CH:12]=1)[OH:6])([CH3:40])[CH2:27][CH2:28][N:29]1[C:33]2[CH:34]=[CH:35][CH:36]=[CH:37][C:32]=2[N:31]([CH3:38])[C:30]1=[O:39]. The catalyst class is: 8. (4) Reactant: [CH2:1]([NH:8][CH2:9][CH2:10][O:11][C:12]1[CH:20]=[C:19]2[C:15]([C:16]([CH3:28])=[N:17][N:18]2[C:21]([O:23][C:24]([CH3:27])([CH3:26])[CH3:25])=[O:22])=[CH:14][CH:13]=1)[C:2]1[CH:7]=[CH:6][CH:5]=[CH:4][CH:3]=1.[F:29][C:30]1[CH:35]=[CH:34][C:33]([C@@H:36]2[CH2:38][O:37]2)=[CH:32][C:31]=1[N+:39]([O-:41])=[O:40]. Product: [CH2:1]([N:8]([CH2:38][C@@H:36]([C:33]1[CH:34]=[CH:35][C:30]([F:29])=[C:31]([N+:39]([O-:41])=[O:40])[CH:32]=1)[OH:37])[CH2:9][CH2:10][O:11][C:12]1[CH:20]=[C:19]2[C:15]([C:16]([CH3:28])=[N:17][N:18]2[C:21]([O:23][C:24]([CH3:25])([CH3:27])[CH3:26])=[O:22])=[CH:14][CH:13]=1)[C:2]1[CH:3]=[CH:4][CH:5]=[CH:6][CH:7]=1. The catalyst class is: 41. (5) Reactant: [CH3:1][N:2]([C:6]1[CH:11]=[CH:10][C:9]2[O:12][CH2:13][O:14][C:8]=2[CH:7]=1)[C:3]([NH2:5])=[O:4].[CH:15](=O)[C:16]1[CH:21]=[CH:20][CH:19]=[CH:18][CH:17]=1.CS(O)(=O)=O.C1(C)C=CC=CC=1. Product: [CH3:1][N:2]1[C:6]2[C:11](=[CH:10][C:9]3[O:12][CH2:13][O:14][C:8]=3[CH:7]=2)[CH:15]([C:16]2[CH:21]=[CH:20][CH:19]=[CH:18][CH:17]=2)[NH:5][C:3]1=[O:4]. The catalyst class is: 6. (6) Reactant: [CH3:1][N:2]1[CH2:9][CH2:8][CH2:7][C@H:3]1[C:4]([OH:6])=O.[NH2:10][C:11]1[CH:12]=[C:13]([CH:30]=[CH:31][C:32]=1[CH3:33])[O:14][C:15]1[CH:16]=[CH:17][C:18]2[N:19]([CH:21]=[C:22]([NH:24][C:25]([CH:27]3[CH2:29][CH2:28]3)=[O:26])[N:23]=2)[N:20]=1.OC1C2N=NNC=2C=CC=1.F[P-](F)(F)(F)(F)F.N1(OC(N(C)C)=[N+](C)C)C2C=CC=CC=2N=N1.C(N(CC)C(C)C)(C)C. Product: [CH:27]1([C:25]([NH:24][C:22]2[N:23]=[C:18]3[CH:17]=[CH:16][C:15]([O:14][C:13]4[CH:30]=[CH:31][C:32]([CH3:33])=[C:11]([NH:10][C:4](=[O:6])[C@@H:3]5[CH2:7][CH2:8][CH2:9][N:2]5[CH3:1])[CH:12]=4)=[N:20][N:19]3[CH:21]=2)=[O:26])[CH2:28][CH2:29]1. The catalyst class is: 9. (7) The catalyst class is: 7. Product: [Br:1][C:2]1[N:6]=[C:5]([CH:22]=[O:23])[N:4]([CH3:8])[N:3]=1. Reactant: [Br:1][C:2]1[N:6]=[C:5](Br)[N:4]([CH3:8])[N:3]=1.C([Li])CCC.CCCCCC.CN(C)[CH:22]=[O:23]. (8) Reactant: C([O:4][CH2:5][CH2:6][O:7][C:8]1[C:12]([C:13]2[CH:18]=[CH:17][C:16]([CH3:19])=[CH:15][CH:14]=2)=[C:11]([N:20](S(C2C=CC(C(C)(C)C)=CC=2)(=O)=O)[S:21]([C:24]2[CH:29]=[CH:28][C:27]([C:30]([CH3:33])([CH3:32])[CH3:31])=[CH:26][CH:25]=2)(=[O:23])=[O:22])[N:10]([CH3:47])[N:9]=1)(=O)C.[OH-].[Na+]. Product: [C:30]([C:27]1[CH:26]=[CH:25][C:24]([S:21]([NH:20][C:11]2[N:10]([CH3:47])[N:9]=[C:8]([O:7][CH2:6][CH2:5][OH:4])[C:12]=2[C:13]2[CH:18]=[CH:17][C:16]([CH3:19])=[CH:15][CH:14]=2)(=[O:22])=[O:23])=[CH:29][CH:28]=1)([CH3:33])([CH3:32])[CH3:31]. The catalyst class is: 8.